This data is from Reaction yield outcomes from USPTO patents with 853,638 reactions. The task is: Predict the reaction yield, written as a fraction of the theoretical maximum amount of product (1.0 means a 100% yield; for example, 0.34 means a 34% yield). (1) The reactants are [CH3:1][O:2][C:3]1[C:11]2[CH:10]=[C:9]([CH:12]3[CH2:17][CH2:16][N:15]=[C:14]([CH3:18])[CH2:13]3)[S:8][C:7]=2[CH:6]=[CH:5][CH:4]=1.B(F)(F)F.[CH3:23]COCC.[Li]C. The catalyst is C1COCC1. The product is [CH3:18][C:14]1([CH3:23])[CH2:13][CH:12]([C:9]2[S:8][C:7]3[CH:6]=[CH:5][CH:4]=[C:3]([O:2][CH3:1])[C:11]=3[CH:10]=2)[CH2:17][CH2:16][NH:15]1. The yield is 0.300. (2) The catalyst is CS(O)(=O)=O. The reactants are [Cl:1][C:2]1[CH:7]=[CH:6][C:5]([C:8](=[O:24])[CH:9]([C:18]2[CH:23]=[CH:22][N:21]=[CH:20][CH:19]=2)[CH2:10][C:11](=O)[C:12]([CH3:16])([CH3:15])[C:13]#[N:14])=[CH:4][C:3]=1[O:25][CH3:26].O=P12OP3(OP(OP(O3)(O1)=O)(=O)O2)=O.C(=O)([O-])O.[Na+]. The yield is 0.390. The product is [Cl:1][C:2]1[CH:7]=[CH:6][C:5]([C:8]2[O:24][C:11]([C:12]([CH3:16])([CH3:15])[C:13]#[N:14])=[CH:10][C:9]=2[C:18]2[CH:23]=[CH:22][N:21]=[CH:20][CH:19]=2)=[CH:4][C:3]=1[O:25][CH3:26]. (3) The reactants are [CH:1]([C:3]1[C:12]2[O:11][CH:10]([CH3:13])[CH2:9][N:8]([C:14]([O:16][C:17]([CH3:20])([CH3:19])[CH3:18])=[O:15])[CH2:7][C:6]=2[S:5][CH:4]=1)=[CH2:2]. The catalyst is C1COCC1.CO.[Pd]. The product is [CH2:1]([C:3]1[C:12]2[O:11][CH:10]([CH3:13])[CH2:9][N:8]([C:14]([O:16][C:17]([CH3:19])([CH3:18])[CH3:20])=[O:15])[CH2:7][C:6]=2[S:5][CH:4]=1)[CH3:2]. The yield is 0.840.